From a dataset of Experimental lipophilicity measurements (octanol/water distribution) for 4,200 compounds from AstraZeneca. Regression/Classification. Given a drug SMILES string, predict its absorption, distribution, metabolism, or excretion properties. Task type varies by dataset: regression for continuous measurements (e.g., permeability, clearance, half-life) or binary classification for categorical outcomes (e.g., BBB penetration, CYP inhibition). For this dataset (lipophilicity_astrazeneca), we predict Y. (1) The molecule is O=S(=O)(NCC(c1ccccc1)N1CCCCCC1)c1ccc(Br)cc1. The Y is 3.21 logD. (2) The compound is O=C(NS(=O)(=O)c1cccc(C(F)(F)F)c1)N1CCC(N2CCC(Oc3ccc(Cl)c(Cl)c3)CC2)CC1. The Y is 2.94 logD.